From a dataset of Peptide-MHC class II binding affinity with 134,281 pairs from IEDB. Regression. Given a peptide amino acid sequence and an MHC pseudo amino acid sequence, predict their binding affinity value. This is MHC class II binding data. (1) The peptide sequence is AMAPTMAAPGAAVAS. The MHC is HLA-DQA10301-DQB10302 with pseudo-sequence HLA-DQA10301-DQB10302. The binding affinity (normalized) is 0.244. (2) The peptide sequence is HDKFLANVSTVLTGK. The MHC is DRB1_0701 with pseudo-sequence DRB1_0701. The binding affinity (normalized) is 0.664. (3) The peptide sequence is ASPMLYQLLEAVYGN. The MHC is DRB1_0701 with pseudo-sequence DRB1_0701. The binding affinity (normalized) is 0.294. (4) The peptide sequence is LDGFRHRHPDEAAFF. The MHC is DRB1_1001 with pseudo-sequence DRB1_1001. The binding affinity (normalized) is 0.